From a dataset of Forward reaction prediction with 1.9M reactions from USPTO patents (1976-2016). Predict the product of the given reaction. (1) The product is: [Cl:35][C:36]1[N:37]=[CH:38][C:39]2[N:43]=[C:44]([C:45]3[CH:46]=[CH:47][N:48]=[CH:49][CH:50]=3)[O:51][C:40]=2[N:41]=1. Given the reactants C1(P(C2C=CC=CC=2)C2C=CC=CC=2)C=CC=CC=1.C(N(CC)CC)C.ClC(Cl)(Cl)C(Cl)(Cl)Cl.[Cl:35][C:36]1[N:41]=[C:40](O)[C:39]([NH:43][C:44](=[O:51])[C:45]2[CH:50]=[CH:49][N:48]=[CH:47][CH:46]=2)=[CH:38][N:37]=1, predict the reaction product. (2) Given the reactants [N:1]1[CH:6]=[CH:5][CH:4]=[CH:3][C:2]=1[C:7]1[N:8]=[C:9]([O:16][C@H:17]2[CH2:21][N:20]([C:22]([O:24][C:25]([CH3:28])([CH3:27])[CH3:26])=[O:23])[C@H:19]([C:29]([O:31]C)=[O:30])[CH2:18]2)[C:10]2[CH:15]=[CH:14][S:13][C:11]=2[N:12]=1.O1CCCC1.[OH-].[Li+], predict the reaction product. The product is: [C:25]([O:24][C:22]([N:20]1[CH2:21][C@H:17]([O:16][C:9]2[C:10]3[CH:15]=[CH:14][S:13][C:11]=3[N:12]=[C:7]([C:2]3[CH:3]=[CH:4][CH:5]=[CH:6][N:1]=3)[N:8]=2)[CH2:18][C@H:19]1[C:29]([OH:31])=[O:30])=[O:23])([CH3:28])([CH3:26])[CH3:27]. (3) Given the reactants [N+:1]([C:4]1[CH:9]=[CH:8][CH:7]=[CH:6][C:5]=1[NH:10][CH:11]([CH3:18])[CH2:12][C:13]([O:15][CH2:16][CH3:17])=[O:14])([O-])=O.CCO, predict the reaction product. The product is: [NH2:1][C:4]1[CH:9]=[CH:8][CH:7]=[CH:6][C:5]=1[NH:10][CH:11]([CH3:18])[CH2:12][C:13]([O:15][CH2:16][CH3:17])=[O:14]. (4) Given the reactants [F:1][C:2]1[CH:7]=[CH:6][C:5]([CH:8]([C:18]2[CH:23]=[CH:22][C:21]([F:24])=[CH:20][CH:19]=2)[CH:9]([NH:13][C:14]([O:16][CH3:17])=[O:15])[C:10]([OH:12])=O)=[CH:4][CH:3]=1.CN(C(ON1N=NC2C=CC=NC1=2)=[N+](C)C)C.F[P-](F)(F)(F)(F)F.[NH2:49][CH:50]1[CH2:54][CH:53]([OH:55])[CH2:52][CH:51]1[CH2:56][CH2:57][C@@H:58]1[N:63]([S:64]([C:67]2[CH:72]=[CH:71][CH:70]=[CH:69][CH:68]=2)(=[O:66])=[O:65])[CH2:62][CH2:61][N:60]([C:73]([O:75][CH2:76][C:77]2[CH:82]=[CH:81][CH:80]=[CH:79][CH:78]=2)=[O:74])[CH2:59]1.CCN(C(C)C)C(C)C, predict the reaction product. The product is: [F:1][C:2]1[CH:3]=[CH:4][C:5]([CH:8]([C:18]2[CH:23]=[CH:22][C:21]([F:24])=[CH:20][CH:19]=2)[C@@H:9]([NH:13][C:14]([O:16][CH3:17])=[O:15])[C:10]([NH:49][CH:50]2[CH2:54][CH:53]([OH:55])[CH2:52][CH:51]2[CH2:56][CH2:57][C@@H:58]2[N:63]([S:64]([C:67]3[CH:72]=[CH:71][CH:70]=[CH:69][CH:68]=3)(=[O:66])=[O:65])[CH2:62][CH2:61][N:60]([C:73]([O:75][CH2:76][C:77]3[CH:78]=[CH:79][CH:80]=[CH:81][CH:82]=3)=[O:74])[CH2:59]2)=[O:12])=[CH:6][CH:7]=1. (5) Given the reactants Cl.[NH2:2][C@@H:3]([C:7]([N:9]1[CH2:14][CH2:13][CH:12]([CH:15]2[CH2:20][CH2:19][N:18]([CH3:21])[CH2:17][CH2:16]2)[CH2:11][CH2:10]1)=[O:8])[CH:4]([CH3:6])[CH3:5].[Cl:22][C:23]1[CH:24]=[C:25]2[C:29](=[CH:30][CH:31]=1)[NH:28][C:27]([C:32](O)=[O:33])=[CH:26]2, predict the reaction product. The product is: [ClH:22].[Cl:22][C:23]1[CH:24]=[C:25]2[C:29](=[CH:30][CH:31]=1)[NH:28][C:27]([C:32]([NH:2][C@@H:3]([C:7]([N:9]1[CH2:14][CH2:13][CH:12]([CH:15]3[CH2:16][CH2:17][N:18]([CH3:21])[CH2:19][CH2:20]3)[CH2:11][CH2:10]1)=[O:8])[CH:4]([CH3:5])[CH3:6])=[O:33])=[CH:26]2. (6) Given the reactants [Cl:1][C:2]1[CH:30]=[CH:29][C:28]([Cl:31])=[CH:27][C:3]=1[C:4]([O:6][CH2:7][C:8](=[O:26])[C@@H:9]([NH:18]C(OC(C)(C)C)=O)[CH2:10][CH2:11][C:12]1[CH:17]=[CH:16][CH:15]=[CH:14][CH:13]=1)=[O:5].C1(C)C=CC([S:38]([OH:41])(=[O:40])=[O:39])=CC=1, predict the reaction product. The product is: [C:3]1([CH3:4])[C:2]([S:38]([OH:41])(=[O:40])=[O:39])=[CH:30][CH:29]=[CH:28][CH:27]=1.[Cl:1][C:2]1[CH:30]=[CH:29][C:28]([Cl:31])=[CH:27][C:3]=1[C:4]([O:6][CH2:7][C:8](=[O:26])[C@@H:9]([NH2:18])[CH2:10][CH2:11][C:12]1[CH:17]=[CH:16][CH:15]=[CH:14][CH:13]=1)=[O:5].